This data is from Catalyst prediction with 721,799 reactions and 888 catalyst types from USPTO. The task is: Predict which catalyst facilitates the given reaction. (1) Reactant: [CH:1]1[C:2]([CH2:10][C@@H:11]([NH2:28])[CH2:12][C:13]([N:15]2[CH2:27][C:19]3=[N:20][N:21]=[C:22]([C:23]([F:26])([F:25])[F:24])[N:18]3[CH2:17][CH2:16]2)=[O:14])=[C:3]([F:9])[CH:4]=[C:5]([F:8])[C:6]=1[F:7].[CH:29]1[C:34](/[CH:35]=[CH:36]/[C:37]([OH:39])=[O:38])=[CH:33][CH:32]=[C:31]([OH:40])[CH:30]=1. Product: [CH:1]1[C:2]([CH2:10][C@@H:11]([NH2:28])[CH2:12][C:13]([N:15]2[CH2:27][C:19]3=[N:20][N:21]=[C:22]([C:23]([F:26])([F:25])[F:24])[N:18]3[CH2:17][CH2:16]2)=[O:14])=[C:3]([F:9])[CH:4]=[C:5]([F:8])[C:6]=1[F:7].[C:37]([O-:39])(=[O:38])/[CH:36]=[CH:35]/[C:34]1[CH:33]=[CH:32][C:31]([OH:40])=[CH:30][CH:29]=1. The catalyst class is: 7. (2) Reactant: [CH:1]([N:4](CC)[CH:5](C)C)(C)C.[Cl:10][C:11]1[C:12]([C:21]([NH:23][CH:24]([C:34]2([OH:39])[CH2:38][CH2:37][CH2:36][CH2:35]2)[C:25]2[CH:26]=[C:27]([CH:31]=[CH:32][CH:33]=2)[C:28](O)=[O:29])=[O:22])=[N:13][CH:14]=[CH:15][C:16]=1[C:17]([F:20])([F:19])[F:18].F[P-](F)(F)(F)(F)F.[H+].N1(OC(N(C)C)=[N+](C)C)C2N=CC=CC=2N=N1.CNC.C(=O)([O-])O.[Na+]. Product: [Cl:10][C:11]1[C:12]([C:21]([NH:23][CH:24]([C:25]2[CH:33]=[CH:32][CH:31]=[C:27]([C:28](=[O:29])[N:4]([CH3:5])[CH3:1])[CH:26]=2)[C:34]2([OH:39])[CH2:38][CH2:37][CH2:36][CH2:35]2)=[O:22])=[N:13][CH:14]=[CH:15][C:16]=1[C:17]([F:20])([F:18])[F:19]. The catalyst class is: 9. (3) Reactant: [C:1]([C:3]1([C:16]([O:18][CH2:19][CH3:20])=[O:17])[CH2:8][CH2:7][N:6](C(OC(C)(C)C)=O)[CH2:5][CH2:4]1)#[N:2].[ClH:21].O1CCOCC1. The catalyst class is: 12. Product: [ClH:21].[C:1]([C:3]1([C:16]([O:18][CH2:19][CH3:20])=[O:17])[CH2:8][CH2:7][NH:6][CH2:5][CH2:4]1)#[N:2]. (4) Product: [Br:1][C:2]1[C:3]([Cl:20])=[C:4]2[C:8](=[CH:9][CH:10]=1)[N:7]([CH3:23])[C:6]([CH2:11][O:12][Si:13]([C:16]([CH3:17])([CH3:19])[CH3:18])([CH3:14])[CH3:15])=[CH:5]2. The catalyst class is: 3. Reactant: [Br:1][C:2]1[C:3]([Cl:20])=[C:4]2[C:8](=[CH:9][CH:10]=1)[NH:7][C:6]([CH2:11][O:12][Si:13]([C:16]([CH3:19])([CH3:18])[CH3:17])([CH3:15])[CH3:14])=[CH:5]2.[H-].[Na+].[CH3:23]I. (5) Reactant: [C:1]([NH:5][C:6](=[O:39])[NH:7][C@@H:8]([C:35]([CH3:38])([CH3:37])[CH3:36])[C:9]([N:11]1[CH2:15][C@H:14]([O:16][C:17]2[C:18]3[CH:31]=[CH:30][S:29][C:19]=3[N:20]=[C:21]([C:23]3[CH:28]=[CH:27][CH:26]=[CH:25][N:24]=3)[N:22]=2)[CH2:13][C@H:12]1[C:32](O)=[O:33])=[O:10])([CH3:4])([CH3:3])[CH3:2].[NH2:40][C@@H:41]([CH2:50][CH2:51][CH3:52])[CH:42]([OH:49])[C:43]([NH:45][CH:46]1[CH2:48][CH2:47]1)=[O:44].CN(C(ON1N=NC2C=CC=NC1=2)=[N+](C)C)C.F[P-](F)(F)(F)(F)F.C(N(C(C)C)CC)(C)C. Product: [C:1]([NH:5][C:6](=[O:39])[NH:7][C@@H:8]([C:35]([CH3:37])([CH3:38])[CH3:36])[C:9]([N:11]1[CH2:15][C@H:14]([O:16][C:17]2[C:18]3[CH:31]=[CH:30][S:29][C:19]=3[N:20]=[C:21]([C:23]3[CH:28]=[CH:27][CH:26]=[CH:25][N:24]=3)[N:22]=2)[CH2:13][C@H:12]1[C:32]([NH:40][C@@H:41]([CH2:50][CH2:51][CH3:52])[CH:42]([OH:49])[C:43]([NH:45][CH:46]1[CH2:47][CH2:48]1)=[O:44])=[O:33])=[O:10])([CH3:4])([CH3:2])[CH3:3]. The catalyst class is: 139. (6) Reactant: [Br:1][C:2]1[CH:40]=[CH:39][CH:38]=[CH:37][C:3]=1[C:4](/[N:6]=[C:7]1/[N:8](C(=O)C2C=CC=CC=2Br)[CH:9]=[C:10]([N:13]2[C:17]3[CH:18]=[CH:19][C:20]([O:22][CH3:23])=[CH:21][C:16]=3[N:15]=[C:14]2[C:24]([F:27])([F:26])[F:25])[N:11]=[CH:12]/1)=[O:5].[Li+].[OH-].CCO.CCOC(C)=O. Product: [Br:1][C:2]1[CH:40]=[CH:39][CH:38]=[CH:37][C:3]=1[C:4]([NH:6][C:7]1[CH:12]=[N:11][C:10]([N:13]2[C:17]3[CH:18]=[CH:19][C:20]([O:22][CH3:23])=[CH:21][C:16]=3[N:15]=[C:14]2[C:24]([F:25])([F:26])[F:27])=[CH:9][N:8]=1)=[O:5]. The catalyst class is: 6. (7) Reactant: [NH2:1][C:2]1[CH:3]=[C:4]([C:8]2([CH2:20][OH:21])[CH:13]3[CH:9]2[CH2:10][N:11]([CH2:14][CH2:15][CH2:16][CH2:17][CH2:18][CH3:19])[CH2:12]3)[CH:5]=[CH:6][CH:7]=1.C(N([CH2:27][CH3:28])CC)C.[C:29](Cl)(=[O:31])[CH3:30].C(=O)([O-])[OH:34].[Na+]. Product: [C:29]([O:21][CH2:20][C:8]1([C:4]2[CH:5]=[CH:6][CH:7]=[C:2]([NH:1][C:27](=[O:34])[CH3:28])[CH:3]=2)[CH:13]2[CH:9]1[CH2:10][N:11]([CH2:14][CH2:15][CH2:16][CH2:17][CH2:18][CH3:19])[CH2:12]2)(=[O:31])[CH3:30]. The catalyst class is: 7. (8) Reactant: Cl.[NH2:2][C@H:3]1[C:12]2[C:7](=[CH:8][CH:9]=[C:10]([C:13]3[CH:18]=[CH:17][C:16]([C:19]([N:21]4[CH2:26][CH2:25][O:24][CH2:23][CH2:22]4)=[O:20])=[CH:15][N:14]=3)[CH:11]=2)[N:6]([C:27](=[O:29])[CH3:28])[C@@H:5]([CH3:30])[CH2:4]1.Br[C:32]1[CH:37]=[CH:36][C:35]([Cl:38])=[CH:34][CH:33]=1.C1(P(C2CCCCC2)C2C=CC=CC=2C2C(N(C)C)=CC=CC=2)CCCCC1.CC(C)([O-])C.[Na+]. Product: [Cl:38][C:35]1[CH:36]=[CH:37][C:32]([NH:2][C@H:3]2[C:12]3[C:7](=[CH:8][CH:9]=[C:10]([C:13]4[CH:18]=[CH:17][C:16]([C:19]([N:21]5[CH2:26][CH2:25][O:24][CH2:23][CH2:22]5)=[O:20])=[CH:15][N:14]=4)[CH:11]=3)[N:6]([C:27](=[O:29])[CH3:28])[C@@H:5]([CH3:30])[CH2:4]2)=[CH:33][CH:34]=1. The catalyst class is: 62.